From a dataset of Catalyst prediction with 721,799 reactions and 888 catalyst types from USPTO. Predict which catalyst facilitates the given reaction. (1) Reactant: [F:1][C:2]([F:16])([F:15])[C:3]1[S:7][C:6]2[CH:8]=[CH:9][CH:10]=[C:11]([C:12](Cl)=[O:13])[C:5]=2[CH:4]=1.O1CCOCC1.[NH3:23].O. Product: [F:1][C:2]([F:16])([F:15])[C:3]1[S:7][C:6]2[CH:8]=[CH:9][CH:10]=[C:11]([C:12]([NH2:23])=[O:13])[C:5]=2[CH:4]=1. The catalyst class is: 13. (2) Reactant: [Cl:1][C:2]1[CH:3]=[C:4]2[C:9](=[CH:10][C:11]=1[O:12][C:13]1[CH:18]=[CH:17][C:16]([C:19](=[O:31])[NH:20][CH2:21][CH2:22][C:23]3[CH:28]=[C:27]([Cl:29])[CH:26]=[C:25]([Cl:30])[CH:24]=3)=[CH:15][CH:14]=1)[O:8][CH2:7][CH2:6][CH:5]2[C:32]([OH:34])=[O:33].C[O-].[Na+:37]. Product: [Cl:1][C:2]1[CH:3]=[C:4]2[C:9](=[CH:10][C:11]=1[O:12][C:13]1[CH:18]=[CH:17][C:16]([C:19](=[O:31])[NH:20][CH2:21][CH2:22][C:23]3[CH:24]=[C:25]([Cl:30])[CH:26]=[C:27]([Cl:29])[CH:28]=3)=[CH:15][CH:14]=1)[O:8][CH2:7][CH2:6][CH:5]2[C:32]([O-:34])=[O:33].[Na+:37]. The catalyst class is: 7. (3) Reactant: [Br:1][C:2]1[CH:7]=[CH:6][C:5]([OH:8])=[CH:4][N:3]=1.Br[CH2:10][CH2:11][CH3:12].C([O-])([O-])=O.[K+].[K+]. Product: [Br:1][C:2]1[CH:7]=[CH:6][C:5]([O:8][CH2:10][CH2:11][CH3:12])=[CH:4][N:3]=1. The catalyst class is: 10. (4) Reactant: C([Li])CCC.[N:6]1[CH:11]=[CH:10][C:9]([CH:12]=[O:13])=[CH:8][CH:7]=1.[C:14]1([O:22][CH3:23])[C:15](=[CH:18][CH:19]=[CH:20][CH:21]=1)[O:16][CH3:17]. Product: [OH:13][CH:12]([C:9]1[CH:10]=[CH:11][N:6]=[CH:7][CH:8]=1)[C:21]1[CH:20]=[CH:19][CH:18]=[C:15]([O:16][CH3:17])[C:14]=1[O:22][CH3:23]. The catalyst class is: 207. (5) Reactant: [CH3:1][N:2]1[C:6]([C:7]2[CH:12]=[CH:11][CH:10]=[CH:9][CH:8]=2)=[N:5][N:4]=[C:3]1[CH2:13][CH2:14][CH2:15][CH:16]=[CH2:17].B1C2CCCC1CCC2.[OH-:27].[Na+].OO. Product: [CH3:1][N:2]1[C:6]([C:7]2[CH:8]=[CH:9][CH:10]=[CH:11][CH:12]=2)=[N:5][N:4]=[C:3]1[CH2:13][CH2:14][CH2:15][CH2:16][CH2:17][OH:27]. The catalyst class is: 1. (6) Reactant: [Br:1][C:2]1[CH:3]=[C:4]([CH:8]=[C:9]([OH:11])[CH:10]=1)[C:5]([OH:7])=[O:6].[C:12](Cl)(=O)C. Product: [CH3:12][O:6][C:5](=[O:7])[C:4]1[CH:8]=[C:9]([OH:11])[CH:10]=[C:2]([Br:1])[CH:3]=1. The catalyst class is: 5.